Dataset: NCI-60 drug combinations with 297,098 pairs across 59 cell lines. Task: Regression. Given two drug SMILES strings and cell line genomic features, predict the synergy score measuring deviation from expected non-interaction effect. Drug 1: CCC1(CC2CC(C3=C(CCN(C2)C1)C4=CC=CC=C4N3)(C5=C(C=C6C(=C5)C78CCN9C7C(C=CC9)(C(C(C8N6C)(C(=O)OC)O)OC(=O)C)CC)OC)C(=O)OC)O.OS(=O)(=O)O. Drug 2: CN(CCCl)CCCl.Cl. Cell line: OVCAR-8. Synergy scores: CSS=8.61, Synergy_ZIP=-3.60, Synergy_Bliss=-3.14, Synergy_Loewe=-0.512, Synergy_HSA=-1.48.